This data is from Full USPTO retrosynthesis dataset with 1.9M reactions from patents (1976-2016). The task is: Predict the reactants needed to synthesize the given product. Given the product [C:1]1([S:7]([N:10]2[C:18]3[C:13](=[CH:14][CH:15]=[CH:16][C:17]=3[F:19])[C:12]([C:20]3[S:24][C:23]([CH2:25][N:27]4[CH2:31][CH2:30][CH2:29][CH2:28]4)=[CH:22][CH:21]=3)=[CH:11]2)(=[O:9])=[O:8])[CH:6]=[CH:5][CH:4]=[CH:3][CH:2]=1, predict the reactants needed to synthesize it. The reactants are: [C:1]1([S:7]([N:10]2[C:18]3[C:13](=[CH:14][CH:15]=[CH:16][C:17]=3[F:19])[C:12]([C:20]3[S:24][C:23]([CH:25]=O)=[CH:22][CH:21]=3)=[CH:11]2)(=[O:9])=[O:8])[CH:6]=[CH:5][CH:4]=[CH:3][CH:2]=1.[NH:27]1[CH2:31][CH2:30][CH2:29][CH2:28]1.C([BH3-])#N.[Na+].